From a dataset of Full USPTO retrosynthesis dataset with 1.9M reactions from patents (1976-2016). Predict the reactants needed to synthesize the given product. (1) The reactants are: [N:1]([CH2:4][CH2:5][CH2:6][CH2:7][CH2:8][C:9]([O:11]CC)=[O:10])=[N+:2]=[N-:3].[OH-].[K+].O. Given the product [N:1]([CH2:4][CH2:5][CH2:6][CH2:7][CH2:8][C:9]([OH:11])=[O:10])=[N+:2]=[N-:3], predict the reactants needed to synthesize it. (2) Given the product [Br:26][CH2:13][C:12]1[C:8]([C:5]2[CH:4]=[CH:3][C:2]([F:1])=[CH:7][CH:6]=2)=[N:9][O:10][C:11]=1[C:14]([O:16][CH2:17][CH3:18])=[O:15], predict the reactants needed to synthesize it. The reactants are: [F:1][C:2]1[CH:7]=[CH:6][C:5]([C:8]2[C:12]([CH3:13])=[C:11]([C:14]([O:16][CH2:17][CH3:18])=[O:15])[O:10][N:9]=2)=[CH:4][CH:3]=1.C1C(=O)N([Br:26])C(=O)C1. (3) The reactants are: C(OC(=O)[NH:7][CH2:8][CH2:9][CH2:10][N:11]1[C:20]2[CH:19]=[CH:18][C:17](I)=[CH:16][C:15]=2[C:14]2=[N:22][N:23](C3CCCCO3)[C:24]([CH3:25])=[C:13]2[C:12]1=[O:32])(C)(C)C.[NH2:34][CH2:35]CCN1C2C=CC(I)=CC=2C2=NNC(C)=C2C1=O. Given the product [NH2:7][CH2:8][CH2:9][CH2:10][N:11]1[C:20]2[CH:19]=[CH:18][C:17]([C:35]#[N:34])=[CH:16][C:15]=2[C:14]2=[N:22][NH:23][C:24]([CH3:25])=[C:13]2[C:12]1=[O:32], predict the reactants needed to synthesize it. (4) Given the product [NH2:18][C:15]1[CH:16]=[CH:17][C:12]([O:11][C:9]2[CH:8]=[CH:7][N:6]=[C:5]([NH:4][C:1](=[O:3])[CH3:2])[CH:10]=2)=[C:13]([F:26])[CH:14]=1, predict the reactants needed to synthesize it. The reactants are: [C:1]([NH:4][C:5]1[CH:10]=[C:9]([O:11][C:12]2[CH:17]=[CH:16][C:15]([NH:18]C(=O)OC(C)(C)C)=[CH:14][C:13]=2[F:26])[CH:8]=[CH:7][N:6]=1)(=[O:3])[CH3:2]. (5) The reactants are: C([O:3][C:4](=[O:14])[CH2:5][C:6]1[CH:10]=[CH:9][S:8][C:7]=1[C:11]([OH:13])=[O:12])C.[OH-].[K+].Cl. Given the product [C:4]([CH2:5][C:6]1[CH:10]=[CH:9][S:8][C:7]=1[C:11]([OH:13])=[O:12])([OH:14])=[O:3], predict the reactants needed to synthesize it. (6) Given the product [CH:4]1[C:5]2[C:10](=[CH:9][CH:8]=[CH:7][CH:6]=2)[CH:11]=[CH:12][C:3]=1[CH2:2][N:20]1[C:28]2[C:23](=[CH:24][CH:25]=[C:26]([CH2:29][C:30]([OH:32])=[O:31])[CH:27]=2)[CH:22]=[CH:21]1.[CH2:13]([N:20]1[C:28]2[C:23](=[CH:24][CH:25]=[C:26]([CH2:29][C:30]([OH:32])=[O:31])[CH:27]=2)[CH:22]=[CH:21]1)[C:14]1[CH:15]=[CH:16][CH:17]=[CH:18][CH:19]=1, predict the reactants needed to synthesize it. The reactants are: Cl[CH2:2][C:3]1[CH:12]=[CH:11][C:10]2[C:5](=[CH:6][CH:7]=[CH:8][CH:9]=2)[CH:4]=1.[CH2:13]([N:20]1[C:28]2[C:23](=[CH:24][CH:25]=[C:26]([CH2:29][C:30]([OH:32])=[O:31])[CH:27]=2)[CH:22]=[CH:21]1)[C:14]1[CH:19]=[CH:18][CH:17]=[CH:16][CH:15]=1. (7) The reactants are: [F:1][C:2]1[CH:7]=[C:6]([F:8])[CH:5]=[CH:4][C:3]=1[C:9]1[N:10]=[C:11]([C:14]2[CH:19]=[CH:18][CH:17]=[C:16]([C:20]([F:23])([F:22])[F:21])[CH:15]=2)[NH:12][CH:13]=1.C=O.[NH:26]1[CH2:31][CH2:30][O:29][CH2:28][CH2:27]1.N1C=CN=[CH:33]1. Given the product [F:1][C:2]1[CH:7]=[C:6]([F:8])[CH:5]=[CH:4][C:3]=1[C:9]1[NH:10][C:11]([C:14]2[CH:19]=[CH:18][CH:17]=[C:16]([C:20]([F:22])([F:23])[F:21])[CH:15]=2)=[N:12][C:13]=1[CH2:33][N:26]1[CH2:31][CH2:30][O:29][CH2:28][CH2:27]1, predict the reactants needed to synthesize it. (8) Given the product [C:2]([O:6][C:7]([N:9]1[C@@H:13]([CH2:14][C:15]2[CH:16]=[CH:17][C:18]([O:21][C:25]3[C:34]4[C:29](=[CH:30][C:31]([Cl:35])=[CH:32][CH:33]=4)[N:28]=[CH:27][CH:26]=3)=[CH:19][CH:20]=2)[CH2:12][O:11][C:10]1([CH3:23])[CH3:22])=[O:8])([CH3:5])([CH3:3])[CH3:4], predict the reactants needed to synthesize it. The reactants are: [K].[C:2]([O:6][C:7]([N:9]1[C@@H:13]([CH2:14][C:15]2[CH:20]=[CH:19][C:18]([OH:21])=[CH:17][CH:16]=2)[CH2:12][O:11][C:10]1([CH3:23])[CH3:22])=[O:8])([CH3:5])([CH3:4])[CH3:3].Cl[C:25]1[C:34]2[C:29](=[CH:30][C:31]([Cl:35])=[CH:32][CH:33]=2)[N:28]=[CH:27][CH:26]=1.